From a dataset of Experimentally validated miRNA-target interactions with 360,000+ pairs, plus equal number of negative samples. Binary Classification. Given a miRNA mature sequence and a target amino acid sequence, predict their likelihood of interaction. The miRNA is hsa-miR-6797-3p with sequence UGCAUGACCCUUCCCUCCCCAC. Result: 0 (no interaction). The protein sequence of the target gene is MKDRTQELRTAKDSDDDDDVTVTVDRDRFMDEFFEQVEEIRGFIDKIAENVEEVKRKHSAILASPNPDEKTKEELEELMSDIKKTANKVRSKLKSIEQSIEQEEGLNRSSADLRIRKTQHSTLSRKFVEVMSEYNATQSDYRERCKGRIQRQLEITGRTTTSEELEDMLESGNPAIFASGIIMDSSISKQALSEIETRHSEIIKLENSIRELHDMFMDMAMLVESQGEMIDRIEYNVEHAVDYVERAVSDTKKAVKYQSKARRKKIMIIICCVILGIIIASTIGGIFG.